From a dataset of Forward reaction prediction with 1.9M reactions from USPTO patents (1976-2016). Predict the product of the given reaction. (1) Given the reactants [Br:1][C:2]1[CH:10]=[CH:9][C:5]([C:6]([OH:8])=[O:7])=[CH:4][CH:3]=1.OS(O)(=O)=O.[CH3:16]O, predict the reaction product. The product is: [CH3:16][O:7][C:6](=[O:8])[C:5]1[CH:9]=[CH:10][C:2]([Br:1])=[CH:3][CH:4]=1. (2) Given the reactants [Cl:1][C:2]1[C:11]2[C:6](=[CH:7][CH:8]=[C:9]([S:12](Cl)(=[O:14])=[O:13])[CH:10]=2)[C:5]([Cl:16])=[CH:4][N:3]=1.[C:17]([O:21][C:22](=[O:33])[C@H:23]([CH3:32])[NH:24][CH2:25][C:26]1[CH:31]=[CH:30][CH:29]=[CH:28][CH:27]=1)([CH3:20])([CH3:19])[CH3:18].CCN(CC)CC, predict the reaction product. The product is: [C:17]([O:21][C:22](=[O:33])[C@H:23]([CH3:32])[N:24]([CH2:25][C:26]1[CH:27]=[CH:28][CH:29]=[CH:30][CH:31]=1)[S:12]([C:9]1[CH:10]=[C:11]2[C:6]([C:5]([Cl:16])=[CH:4][N:3]=[C:2]2[Cl:1])=[CH:7][CH:8]=1)(=[O:14])=[O:13])([CH3:20])([CH3:18])[CH3:19]. (3) Given the reactants [Si:1]([O:8][CH2:9][C:10]1[CH:15]=[CH:14][N:13]=[C:12]([CH:16]=O)[CH:11]=1)([C:4]([CH3:7])([CH3:6])[CH3:5])([CH3:3])[CH3:2].[CH3:18][S:19][CH2:20][CH2:21][NH2:22], predict the reaction product. The product is: [Si:1]([O:8][CH2:9][C:10]1[CH:15]=[CH:14][N:13]=[C:12]([CH2:16][NH:22][CH2:21][CH2:20][S:19][CH3:18])[CH:11]=1)([C:4]([CH3:7])([CH3:6])[CH3:5])([CH3:3])[CH3:2]. (4) Given the reactants Cl[C:2]1[CH:3]=[C:4]2[N:11]([CH3:12])[C:10]([CH3:14])([CH3:13])[CH2:9][N:5]2[C:6](=[O:8])[N:7]=1.[S:15]1[CH:19]=[CH:18][CH:17]=[C:16]1[CH2:20][CH2:21][OH:22], predict the reaction product. The product is: [CH3:12][N:11]1[C:4]2[N:5]([C:6](=[O:8])[N:7]=[C:2]([O:22][CH2:21][CH2:20][C:16]3[S:15][CH:19]=[CH:18][CH:17]=3)[CH:3]=2)[CH2:9][C:10]1([CH3:14])[CH3:13]. (5) Given the reactants C(OC([N:8]1[CH2:13][CH2:12][C:11]([C:16]2[N:17]([CH3:42])[C:18]3[C:23]([N:24]=2)=[C:22]([N:25]2[CH2:30][CH2:29][O:28][CH2:27][CH2:26]2)[N:21]=[C:20]([N:31]2[C:35]4[CH:36]=[CH:37][CH:38]=[CH:39][C:34]=4[N:33]=[C:32]2[CH2:40][CH3:41])[N:19]=3)([O:14][CH3:15])[CH2:10][CH2:9]1)=O)(C)(C)C.C(O)(C(F)(F)F)=O, predict the reaction product. The product is: [CH2:40]([C:32]1[N:31]([C:20]2[N:19]=[C:18]3[C:23]([N:24]=[C:16]([C:11]4([O:14][CH3:15])[CH2:12][CH2:13][NH:8][CH2:9][CH2:10]4)[N:17]3[CH3:42])=[C:22]([N:25]3[CH2:26][CH2:27][O:28][CH2:29][CH2:30]3)[N:21]=2)[C:35]2[CH:36]=[CH:37][CH:38]=[CH:39][C:34]=2[N:33]=1)[CH3:41].